The task is: Regression. Given two drug SMILES strings and cell line genomic features, predict the synergy score measuring deviation from expected non-interaction effect.. This data is from NCI-60 drug combinations with 297,098 pairs across 59 cell lines. Drug 1: C1CCN(CC1)CCOC2=CC=C(C=C2)C(=O)C3=C(SC4=C3C=CC(=C4)O)C5=CC=C(C=C5)O. Drug 2: C1=CC(=CC=C1CCC2=CNC3=C2C(=O)NC(=N3)N)C(=O)NC(CCC(=O)O)C(=O)O. Cell line: UO-31. Synergy scores: CSS=20.1, Synergy_ZIP=-5.05, Synergy_Bliss=-4.58, Synergy_Loewe=-7.25, Synergy_HSA=-2.86.